Task: Predict the reactants needed to synthesize the given product.. Dataset: Retrosynthesis with 50K atom-mapped reactions and 10 reaction types from USPTO Given the product C=CCN(CC=C)Cc1ccc(S(=O)(=O)N2CCC3(CC2)OCCO3)s1, predict the reactants needed to synthesize it. The reactants are: C1CC2(CCN1)OCCO2.C=CCN(CC=C)Cc1ccc(S(=O)(=O)Cl)s1.